Dataset: Forward reaction prediction with 1.9M reactions from USPTO patents (1976-2016). Task: Predict the product of the given reaction. (1) Given the reactants [CH3:1][S:2](Cl)(=[O:4])=[O:3].[C:6]([N:10]1[C:14]([NH:15][C:16](=[O:29])[C:17]2[CH:22]=[CH:21][C:20]([N:23]3[CH2:28][CH2:27][NH:26][CH2:25][CH2:24]3)=[CH:19][CH:18]=2)=[CH:13][C:12]([CH2:30][CH2:31][C:32]2[CH:37]=[CH:36][CH:35]=[C:34]([O:38][CH3:39])[CH:33]=2)=[N:11]1)([CH3:9])([CH3:8])[CH3:7].C(N(CC)CC)C, predict the reaction product. The product is: [C:6]([N:10]1[C:14]([NH:15][C:16](=[O:29])[C:17]2[CH:18]=[CH:19][C:20]([N:23]3[CH2:28][CH2:27][N:26]([S:2]([CH3:1])(=[O:4])=[O:3])[CH2:25][CH2:24]3)=[CH:21][CH:22]=2)=[CH:13][C:12]([CH2:30][CH2:31][C:32]2[CH:37]=[CH:36][CH:35]=[C:34]([O:38][CH3:39])[CH:33]=2)=[N:11]1)([CH3:9])([CH3:8])[CH3:7]. (2) Given the reactants P(Cl)(Cl)([Cl:3])=O.O[C:7]1[N:8]=[C:9]2[NH:17][CH:16]([C:18]([F:21])([F:20])[F:19])[CH2:15][CH2:14][N:10]2[C:11](=[O:13])[CH:12]=1.[OH-].[Na+], predict the reaction product. The product is: [Cl:3][C:7]1[N:8]=[C:9]2[NH:17][CH:16]([C:18]([F:21])([F:20])[F:19])[CH2:15][CH2:14][N:10]2[C:11](=[O:13])[CH:12]=1. (3) Given the reactants [CH2:1]([O:8][C@H:9]1[CH2:14][CH2:13][CH2:12][CH2:11][C@@H:10]1[NH:15][C:16]1[CH:23]=[C:22]([N:24]2[C:32]3[CH2:31][C:30]([CH3:34])([CH3:33])[CH2:29][C:28](=[O:35])[C:27]=3[C:26]([C:36]([F:39])([F:38])[F:37])=[N:25]2)[CH:21]=[CH:20][C:17]=1[C:18]#[N:19])[C:2]1[CH:7]=[CH:6][CH:5]=[CH:4][CH:3]=1.[OH-:40].[Na+].OO, predict the reaction product. The product is: [CH2:1]([O:8][C@H:9]1[CH2:14][CH2:13][CH2:12][CH2:11][C@@H:10]1[NH:15][C:16]1[CH:23]=[C:22]([N:24]2[C:32]3[CH2:31][C:30]([CH3:34])([CH3:33])[CH2:29][C:28](=[O:35])[C:27]=3[C:26]([C:36]([F:38])([F:37])[F:39])=[N:25]2)[CH:21]=[CH:20][C:17]=1[C:18]([NH2:19])=[O:40])[C:2]1[CH:7]=[CH:6][CH:5]=[CH:4][CH:3]=1. (4) Given the reactants [Br:1][C:2]1[CH:3]=[CH:4][CH:5]=[C:6]2[C:10]=1[NH:9][C:8](=[O:11])[C:7]2=[O:12].[N+:13]([CH3:16])([O-:15])=[O:14], predict the reaction product. The product is: [Br:1][C:2]1[CH:3]=[CH:4][CH:5]=[C:6]2[C:10]=1[NH:9][C:8](=[O:11])[C:7]2([OH:12])[CH2:16][N+:13]([O-:15])=[O:14]. (5) Given the reactants [OH:1][C:2]1[CH:7]=[CH:6][N:5]([CH2:8][CH2:9][C:10]2[CH:15]=[CH:14][C:13]([CH2:16][OH:17])=[CH:12][CH:11]=2)[C:4](=[O:18])[CH:3]=1.Br[CH2:20][C:21]1[CH:25]=[CH:24][S:23][CH:22]=1.C(=O)([O-])[O-].[K+].[K+], predict the reaction product. The product is: [OH:17][CH2:16][C:13]1[CH:14]=[CH:15][C:10]([CH2:9][CH2:8][N:5]2[CH:6]=[CH:7][C:2]([O:1][CH2:20][C:21]3[CH:25]=[CH:24][S:23][CH:22]=3)=[CH:3][C:4]2=[O:18])=[CH:11][CH:12]=1. (6) Given the reactants [CH3:1][O:2][C:3](=[O:13])[C:4]1[C:9]([Cl:10])=[CH:8][C:7](N)=[CH:6][C:5]=1[Cl:12].N([O-])=O.[Na+].[H+].[B-](F)(F)(F)[F:20], predict the reaction product. The product is: [CH3:1][O:2][C:3](=[O:13])[C:4]1[C:9]([Cl:10])=[CH:8][C:7]([F:20])=[CH:6][C:5]=1[Cl:12]. (7) Given the reactants Cl[C:2]1[C:7]([CH2:8][N:9]2[C:30](=[O:31])[N:12]3[CH:13]=[CH:14][C:15]([C:23]4[CH:28]=[CH:27][C:26]([Cl:29])=[CH:25][CH:24]=4)=[C:16]([C:17]4[CH:22]=[CH:21][N:20]=[CH:19][CH:18]=4)[C:11]3=[N:10]2)=[CH:6][CH:5]=[C:4]([C:32]([F:35])([F:34])[F:33])[N:3]=1.[CH3:36][NH2:37], predict the reaction product. The product is: [Cl:29][C:26]1[CH:27]=[CH:28][C:23]([C:15]2[CH:14]=[CH:13][N:12]3[C:30](=[O:31])[N:9]([CH2:8][C:7]4[C:2]([NH:37][CH3:36])=[N:3][C:4]([C:32]([F:33])([F:35])[F:34])=[CH:5][CH:6]=4)[N:10]=[C:11]3[C:16]=2[C:17]2[CH:22]=[CH:21][N:20]=[CH:19][CH:18]=2)=[CH:24][CH:25]=1. (8) Given the reactants [F:1][C:2]1[CH:3]=[C:4]([NH:18][C:19](=[O:26])[CH2:20][C:21]([O:23]CC)=[O:22])[CH:5]=[CH:6][C:7]=1[O:8][C:9]1[C:14]2=[CH:15][CH:16]=[CH:17][N:13]2[N:12]=[CH:11][N:10]=1.[OH-].[Na+], predict the reaction product. The product is: [F:1][C:2]1[CH:3]=[C:4]([NH:18][C:19](=[O:26])[CH2:20][C:21]([OH:23])=[O:22])[CH:5]=[CH:6][C:7]=1[O:8][C:9]1[C:14]2=[CH:15][CH:16]=[CH:17][N:13]2[N:12]=[CH:11][N:10]=1. (9) Given the reactants [CH2:1]([N:4]([CH2:22][C:23]1[CH:27]=[CH:26][N:25]([CH3:28])[N:24]=1)[C:5]1[C:9]([C:10](O)=[O:11])=[CH:8][N:7]([CH2:13][C:14]2[CH:19]=[CH:18][C:17]([O:20][CH3:21])=[CH:16][CH:15]=2)[N:6]=1)[CH:2]=[CH2:3].[C:29](Cl)(=[O:33])[C:30]([Cl:32])=[O:31].C[CH2:36][N:37](CC)CC, predict the reaction product. The product is: [Cl-:32].[CH3:28][NH2+:25][O:31][CH3:30].[CH2:1]([N:4]([CH2:22][C:23]1[CH:27]=[CH:26][N:25]([CH3:28])[N:24]=1)[C:5]1[C:9]([C:10]([N:37]([O:33][CH3:29])[CH3:36])=[O:11])=[CH:8][N:7]([CH2:13][C:14]2[CH:19]=[CH:18][C:17]([O:20][CH3:21])=[CH:16][CH:15]=2)[N:6]=1)[CH:2]=[CH2:3]. (10) Given the reactants [Br:1][C:2]1[CH:3]=[C:4]([CH2:9][CH2:10][C:11]([O:13][CH3:14])=[O:12])[CH:5]=[CH:6][C:7]=1[OH:8].S(Cl)([Cl:18])(=O)=O.C(=O)([O-])O.[Na+], predict the reaction product. The product is: [Br:1][C:2]1[CH:3]=[C:4]([CH2:9][CH2:10][C:11]([O:13][CH3:14])=[O:12])[CH:5]=[C:6]([Cl:18])[C:7]=1[OH:8].